Dataset: Forward reaction prediction with 1.9M reactions from USPTO patents (1976-2016). Task: Predict the product of the given reaction. Given the reactants [OH:1][CH2:2][CH:3]([CH2:21][OH:22])[CH2:4][O:5][C:6]1[CH:13]=[C:12]([O:14][CH3:15])[C:11]([C:16]2[S:17][CH:18]=[CH:19][CH:20]=2)=[CH:10][C:7]=1[CH:8]=O.[C:23]([C:26]1[CH:34]=[CH:33][C:29]([C:30]([OH:32])=[O:31])=[CH:28][CH:27]=1)(=[O:25])[CH3:24], predict the reaction product. The product is: [OH:1][CH2:2][CH:3]([CH2:21][OH:22])[CH2:4][O:5][C:6]1[CH:13]=[C:12]([O:14][CH3:15])[C:11]([C:16]2[S:17][CH:18]=[CH:19][CH:20]=2)=[CH:10][C:7]=1/[CH:8]=[CH:24]/[C:23]([C:26]1[CH:34]=[CH:33][C:29]([C:30]([OH:32])=[O:31])=[CH:28][CH:27]=1)=[O:25].